From a dataset of NCI-60 drug combinations with 297,098 pairs across 59 cell lines. Regression. Given two drug SMILES strings and cell line genomic features, predict the synergy score measuring deviation from expected non-interaction effect. (1) Drug 1: C1CCC(C1)C(CC#N)N2C=C(C=N2)C3=C4C=CNC4=NC=N3. Drug 2: CC1=CC=C(C=C1)C2=CC(=NN2C3=CC=C(C=C3)S(=O)(=O)N)C(F)(F)F. Cell line: CCRF-CEM. Synergy scores: CSS=-2.08, Synergy_ZIP=-1.01, Synergy_Bliss=-3.76, Synergy_Loewe=-10.1, Synergy_HSA=-5.49. (2) Drug 1: COC1=CC(=CC(=C1O)OC)C2C3C(COC3=O)C(C4=CC5=C(C=C24)OCO5)OC6C(C(C7C(O6)COC(O7)C8=CC=CS8)O)O. Drug 2: CS(=O)(=O)OCCCCOS(=O)(=O)C. Cell line: SK-MEL-5. Synergy scores: CSS=21.9, Synergy_ZIP=-1.34, Synergy_Bliss=4.65, Synergy_Loewe=-14.4, Synergy_HSA=3.08. (3) Drug 1: CC1=C(C=C(C=C1)C(=O)NC2=CC(=CC(=C2)C(F)(F)F)N3C=C(N=C3)C)NC4=NC=CC(=N4)C5=CN=CC=C5. Drug 2: CC1=C2C(C(=O)C3(C(CC4C(C3C(C(C2(C)C)(CC1OC(=O)C(C(C5=CC=CC=C5)NC(=O)C6=CC=CC=C6)O)O)OC(=O)C7=CC=CC=C7)(CO4)OC(=O)C)O)C)OC(=O)C. Cell line: SF-268. Synergy scores: CSS=-9.00, Synergy_ZIP=4.16, Synergy_Bliss=-0.0436, Synergy_Loewe=-18.1, Synergy_HSA=-13.2. (4) Drug 1: C1=NNC2=C1C(=O)NC=N2. Drug 2: C1CN(P(=O)(OC1)NCCCl)CCCl. Cell line: COLO 205. Synergy scores: CSS=-1.74, Synergy_ZIP=1.02, Synergy_Bliss=-3.13, Synergy_Loewe=-2.46, Synergy_HSA=-9.74. (5) Drug 2: CC(C)CN1C=NC2=C1C3=CC=CC=C3N=C2N. Synergy scores: CSS=4.15, Synergy_ZIP=-2.08, Synergy_Bliss=0.710, Synergy_Loewe=-0.528, Synergy_HSA=-0.559. Drug 1: CN1C2=C(C=C(C=C2)N(CCCl)CCCl)N=C1CCCC(=O)O.Cl. Cell line: MCF7. (6) Drug 1: CCC1=CC2CC(C3=C(CN(C2)C1)C4=CC=CC=C4N3)(C5=C(C=C6C(=C5)C78CCN9C7C(C=CC9)(C(C(C8N6C)(C(=O)OC)O)OC(=O)C)CC)OC)C(=O)OC.C(C(C(=O)O)O)(C(=O)O)O. Drug 2: CC1C(C(CC(O1)OC2CC(CC3=C2C(=C4C(=C3O)C(=O)C5=C(C4=O)C(=CC=C5)OC)O)(C(=O)C)O)N)O.Cl. Cell line: HL-60(TB). Synergy scores: CSS=60.8, Synergy_ZIP=0.759, Synergy_Bliss=1.14, Synergy_Loewe=-5.31, Synergy_HSA=1.89. (7) Drug 1: CC12CCC(CC1=CCC3C2CCC4(C3CC=C4C5=CN=CC=C5)C)O. Drug 2: CC1=C(C(=CC=C1)Cl)NC(=O)C2=CN=C(S2)NC3=CC(=NC(=N3)C)N4CCN(CC4)CCO. Cell line: CCRF-CEM. Synergy scores: CSS=10.2, Synergy_ZIP=-2.06, Synergy_Bliss=-4.28, Synergy_Loewe=-5.58, Synergy_HSA=-5.37.